Dataset: Retrosynthesis with 50K atom-mapped reactions and 10 reaction types from USPTO. Task: Predict the reactants needed to synthesize the given product. (1) Given the product CC(C)(C)C(=O)Nc1c(Cl)cc(Br)cc1Cl, predict the reactants needed to synthesize it. The reactants are: CC(C)(C)C(=O)Cl.Nc1c(Cl)cc(Br)cc1Cl. (2) Given the product CCCc1c(OCc2cccc(C(=O)Nc3cccc(C(=O)O)c3)n2)ccc(C(C)=O)c1O, predict the reactants needed to synthesize it. The reactants are: CCCc1c(OCc2cccc(C(=O)Nc3cccc(C(=O)OC)c3)n2)ccc(C(C)=O)c1O. (3) The reactants are: CCC=O.O=C1CSC(=O)N1CCCCSc1cccc2nccn12. Given the product CCC=C1SC(=O)N(CCCCSc2cccc3nccn23)C1=O, predict the reactants needed to synthesize it. (4) The reactants are: Cc1ccc(-c2ccc(CN)cc2)cc1.Cn1cc(NC(=O)c2ccccc2-c2ccc(C(F)(F)F)cc2)cc1C(=O)O. Given the product Cc1ccc(-c2ccc(CNC(=O)c3cc(NC(=O)c4ccccc4-c4ccc(C(F)(F)F)cc4)cn3C)cc2)cc1, predict the reactants needed to synthesize it. (5) Given the product CC(C)(C)[SiH2]OC(C)(C)C1CC(O)(C#C[Si](C)(C)C)CCO1, predict the reactants needed to synthesize it. The reactants are: C#C[Si](C)(C)C.CC(C)(C)[SiH2]OC(C)(C)C1CC(=O)CCO1. (6) Given the product CNC(=O)NCc1ccco1, predict the reactants needed to synthesize it. The reactants are: CN=C=O.NCc1ccco1. (7) Given the product CC(C)n1c(CN2CCC(C(C)(C)O)CC2)nc2c(N3CCOCC3)nc(Cl)nc21, predict the reactants needed to synthesize it. The reactants are: CC(C)(O)C1CCN(Cc2nc3c(N4CCOCC4)nc(Cl)nc3[nH]2)CC1.CC(C)I.